This data is from Full USPTO retrosynthesis dataset with 1.9M reactions from patents (1976-2016). The task is: Predict the reactants needed to synthesize the given product. Given the product [OH:38][C:23]1[CH:24]=[CH:25][C:26]([C:28]([F:37])([C:29]([F:30])([F:31])[F:32])[C:33]([F:34])([F:35])[F:36])=[CH:27][C:22]=1[NH:21][C:12](=[O:20])[C:13]1[CH:14]=[CH:15][N:16]=[CH:17][CH:18]=1, predict the reactants needed to synthesize it. The reactants are: CCN=C=NCCCN(C)C.[C:12]([OH:20])(=O)[C:13]1[CH:18]=[CH:17][N:16]=[CH:15][CH:14]=1.[NH2:21][C:22]1[CH:27]=[C:26]([C:28]([F:37])([C:33]([F:36])([F:35])[F:34])[C:29]([F:32])([F:31])[F:30])[CH:25]=[CH:24][C:23]=1[OH:38].